The task is: Regression. Given a peptide amino acid sequence and an MHC pseudo amino acid sequence, predict their binding affinity value. This is MHC class I binding data.. This data is from Peptide-MHC class I binding affinity with 185,985 pairs from IEDB/IMGT. (1) The peptide sequence is SSSVDVDIY. The MHC is HLA-A33:01 with pseudo-sequence HLA-A33:01. The binding affinity (normalized) is 0. (2) The peptide sequence is HQKKNEISF. The MHC is HLA-A25:01 with pseudo-sequence HLA-A25:01. The binding affinity (normalized) is 0.0847. (3) The binding affinity (normalized) is 0.705. The peptide sequence is YSDGNLHLL. The MHC is HLA-A02:06 with pseudo-sequence HLA-A02:06.